Task: Predict the reaction yield, written as a fraction of the theoretical maximum amount of product (1.0 means a 100% yield; for example, 0.34 means a 34% yield).. Dataset: Reaction yield outcomes from USPTO patents with 853,638 reactions (1) The reactants are [N+:1]([C:4]1[CH:5]=[C:6]([C:10]2[N:11]([C:15]([O:17][C:18]([CH3:21])([CH3:20])[CH3:19])=[O:16])[CH:12]=[CH:13][CH:14]=2)[CH:7]=[CH:8][CH:9]=1)([O-])=O.[CH3:22][C:23](O)=[O:24]. The catalyst is CCO.[Pt]. The product is [C:23]([NH:1][C:4]1[CH:5]=[C:6]([CH:10]2[CH2:14][CH2:13][CH2:12][N:11]2[C:15]([O:17][C:18]([CH3:21])([CH3:20])[CH3:19])=[O:16])[CH:7]=[CH:8][CH:9]=1)(=[O:24])[CH3:22]. The yield is 0.350. (2) The reactants are [NH2:1][CH2:2][CH2:3][C:4]1[CH:5]=[C:6]([NH:10][C:11]([NH:13][C:14]2[CH:19]=[CH:18][CH:17]=[CH:16][C:15]=2[C:20]2[CH:25]=[CH:24][CH:23]=[CH:22][CH:21]=2)=[O:12])[CH:7]=[CH:8][CH:9]=1.[CH2:26]([O:33][C:34]1[CH:39]=[CH:38][C:37]([C@@H:40]([O:43][Si:44]([C:47]([CH3:50])([CH3:49])[CH3:48])([CH3:46])[CH3:45])[CH2:41]Br)=[CH:36][C:35]=1[NH:51][CH:52]=[O:53])[C:27]1[CH:32]=[CH:31][CH:30]=[CH:29][CH:28]=1.C(=O)([O-])O.[Na+].[I-].[Na+]. The catalyst is CS(C)=O.O. The product is [CH2:26]([O:33][C:34]1[CH:39]=[CH:38][C:37]([C@@H:40]([O:43][Si:44]([C:47]([CH3:48])([CH3:49])[CH3:50])([CH3:45])[CH3:46])[CH2:41][NH:1][CH2:2][CH2:3][C:4]2[CH:5]=[C:6]([NH:10][C:11]([NH:13][C:14]3[CH:19]=[CH:18][CH:17]=[CH:16][C:15]=3[C:20]3[CH:21]=[CH:22][CH:23]=[CH:24][CH:25]=3)=[O:12])[CH:7]=[CH:8][CH:9]=2)=[CH:36][C:35]=1[NH:51][CH:52]=[O:53])[C:27]1[CH:28]=[CH:29][CH:30]=[CH:31][CH:32]=1. The yield is 0.380. (3) The reactants are [N:1]1[C:11]2[N:10]([C:12](=[O:15])[CH2:13]Cl)[C:9]3[CH:16]=[CH:17][CH:18]=[CH:19][C:8]=3[CH2:7][CH2:6][C:5]=2[CH:4]=[CH:3][CH:2]=1.[C-:20]#[N:21].[Na+]. The catalyst is CN(C=O)C. The product is [N:1]1[C:11]2[N:10]([C:12](=[O:15])[CH2:13][C:20]#[N:21])[C:9]3[CH:16]=[CH:17][CH:18]=[CH:19][C:8]=3[CH2:7][CH2:6][C:5]=2[CH:4]=[CH:3][CH:2]=1. The yield is 0.400. (4) The reactants are [C:1]([C:5]1[CH:6]=[C:7]([C:11]2([NH:20]C(=O)OC(C)(C)C)[CH2:19][CH2:18][C:17]3[C:13](=[CH:14][NH:15][N:16]=3)[CH2:12]2)[CH:8]=[CH:9][CH:10]=1)([CH3:4])([CH3:3])[CH3:2].Cl. The catalyst is O1CCOCC1. The product is [C:1]([C:5]1[CH:6]=[C:7]([C:11]2([NH2:20])[CH2:19][CH2:18][C:17]3[C:13](=[CH:14][NH:15][N:16]=3)[CH2:12]2)[CH:8]=[CH:9][CH:10]=1)([CH3:4])([CH3:2])[CH3:3]. The yield is 0.960. (5) The reactants are O=P(Cl)(Cl)[Cl:3].[CH2:6]([O:8][C:9](=[O:32])[C:10](=[CH:16][NH:17][C:18]1[N:19]([C:24]2[CH:29]=[CH:28][C:27]([O:30][CH3:31])=[CH:26][CH:25]=2)[N:20]=[C:21]([CH3:23])[CH:22]=1)[C:11](OCC)=O)[CH3:7]. No catalyst specified. The product is [CH2:6]([O:8][C:9]([C:10]1[C:11]([Cl:3])=[C:22]2[C:21]([CH3:23])=[N:20][N:19]([C:24]3[CH:25]=[CH:26][C:27]([O:30][CH3:31])=[CH:28][CH:29]=3)[C:18]2=[N:17][CH:16]=1)=[O:32])[CH3:7]. The yield is 0.540. (6) The reactants are [F:1][C:2]1[C:3]([O:47]COCC[Si](C)(C)C)=[CH:4][C:5]([CH2:42][C:43]([F:46])([F:45])[F:44])=[C:6]([C:8]2[N:13]=[C:12]([NH:14][CH2:15][C:16]3[CH:21]=[CH:20][CH:19]=[CH:18][C:17]=3[N:22]([CH3:27])[S:23]([CH3:26])(=[O:25])=[O:24])[C:11]3[C:28]([C:39]([OH:41])=O)=[N:29][N:30](COCC[Si](C)(C)C)[C:10]=3[CH:9]=2)[CH:7]=1.[CH3:56][C:57]1[N:62]=[CH:61][C:60]([NH2:63])=[CH:59][CH:58]=1.CCN(C(C)C)C(C)C.F[P-](F)(F)(F)(F)F.N1(O[P+](N(C)C)(N(C)C)N(C)C)C2C=CC=CC=2N=N1. The catalyst is CN(C=O)C. The product is [F:1][C:2]1[C:3]([OH:47])=[CH:4][C:5]([CH2:42][C:43]([F:44])([F:45])[F:46])=[C:6]([C:8]2[N:13]=[C:12]([NH:14][CH2:15][C:16]3[CH:21]=[CH:20][CH:19]=[CH:18][C:17]=3[N:22]([CH3:27])[S:23]([CH3:26])(=[O:24])=[O:25])[C:11]3[C:28]([C:39]([NH:63][C:60]4[CH:61]=[N:62][C:57]([CH3:56])=[CH:58][CH:59]=4)=[O:41])=[N:29][NH:30][C:10]=3[CH:9]=2)[CH:7]=1. The yield is 0.290. (7) The reactants are [CH3:1][C:2](C)([O-])[CH3:3].[K+].[C:7]([NH:17][CH2:18][CH2:19][CH2:20][CH2:21][C:22]1[CH:27]=[CH:26][C:25]([OH:28])=[CH:24][CH:23]=1)([O:9][CH2:10][C:11]1[CH:16]=[CH:15][CH:14]=[CH:13][CH:12]=1)=[O:8].C(Br)C=C. The catalyst is CC#N.C1OCCOCCOCCOCCOCCOC1. The product is [C:7]([NH:17][CH2:18][CH2:19][CH2:20][CH2:21][C:22]1[CH:27]=[CH:26][C:25]([O:28][CH2:3][CH:2]=[CH2:1])=[CH:24][CH:23]=1)([O:9][CH2:10][C:11]1[CH:12]=[CH:13][CH:14]=[CH:15][CH:16]=1)=[O:8]. The yield is 0.710.